Dataset: Forward reaction prediction with 1.9M reactions from USPTO patents (1976-2016). Task: Predict the product of the given reaction. (1) Given the reactants [Br:1][C:2]1[CH:3]=[C:4]([C@@H:8]([N:10]2[CH2:15][CH2:14][C@@:13]([C:20]3[CH:25]=[CH:24][C:23]([F:26])=[CH:22][CH:21]=3)([CH2:16][C:17](=[O:19])[CH3:18])[O:12][C:11]2=[O:27])[CH3:9])[CH:5]=[CH:6][CH:7]=1.[BH4-].[Na+], predict the reaction product. The product is: [Br:1][C:2]1[CH:3]=[C:4]([C@@H:8]([N:10]2[CH2:15][CH2:14][C@@:13]([C:20]3[CH:21]=[CH:22][C:23]([F:26])=[CH:24][CH:25]=3)([CH2:16][CH:17]([OH:19])[CH3:18])[O:12][C:11]2=[O:27])[CH3:9])[CH:5]=[CH:6][CH:7]=1. (2) Given the reactants [CH3:1][C:2]1[CH:10]=[CH:9][C:5]([C:6](Cl)=[O:7])=[CH:4][C:3]=1[N+:11]([O-:13])=[O:12].[CH3:14][NH:15][C:16]1[CH:17]=[N:18][CH:19]=[CH:20][CH:21]=1.C(N(CC)CC)C, predict the reaction product. The product is: [CH3:1][C:2]1[CH:10]=[CH:9][C:5]([C:6]([N:15]([CH3:14])[C:16]2[CH:17]=[N:18][CH:19]=[CH:20][CH:21]=2)=[O:7])=[CH:4][C:3]=1[N+:11]([O-:13])=[O:12]. (3) The product is: [F:10][C:8]1[CH:9]=[C:2]2[C:3]([CH:4]=[C:20]([CH2:19][C:14]3[CH:15]=[CH:16][CH:17]=[CH:18][C:13]=3[O:12][CH3:11])[C:21]([NH2:22])=[N:1]2)=[CH:6][CH:7]=1. Given the reactants [NH2:1][C:2]1[CH:9]=[C:8]([F:10])[CH:7]=[CH:6][C:3]=1[CH:4]=O.[CH3:11][O:12][C:13]1[CH:18]=[CH:17][CH:16]=[CH:15][C:14]=1[CH2:19][CH2:20][C:21]#[N:22], predict the reaction product.